From a dataset of Full USPTO retrosynthesis dataset with 1.9M reactions from patents (1976-2016). Predict the reactants needed to synthesize the given product. (1) Given the product [CH2:1]=[CH2:2].[CH2:1]1[CH:5]2[CH:6]3[CH:10]=[CH:9][CH:8]([CH:4]2[CH:3]=[CH:2]1)[CH2:7]3, predict the reactants needed to synthesize it. The reactants are: [CH2:1]1[CH:5]2[CH:6]3[CH:10]=[CH:9][CH:8]([CH:4]2[CH:3]=[CH:2]1)[CH2:7]3. (2) Given the product [F:23][C:20]1[CH:21]=[CH:22][C:16]2[O:15][CH2:14][CH:13]([CH2:12][NH:24][CH2:25][CH2:26][OH:27])[O:18][C:17]=2[CH:19]=1, predict the reactants needed to synthesize it. The reactants are: CC1C=CC(S(O[CH2:12][CH:13]2[O:18][C:17]3[CH:19]=[C:20]([F:23])[CH:21]=[CH:22][C:16]=3[O:15][CH2:14]2)(=O)=O)=CC=1.[NH2:24][CH2:25][CH2:26][OH:27].